From a dataset of Peptide-MHC class I binding affinity with 185,985 pairs from IEDB/IMGT. Regression. Given a peptide amino acid sequence and an MHC pseudo amino acid sequence, predict their binding affinity value. This is MHC class I binding data. (1) The peptide sequence is MVDVSMMSMY. The MHC is HLA-A33:01 with pseudo-sequence HLA-A33:01. The binding affinity (normalized) is 0.0455. (2) The peptide sequence is YRYTYRCHR. The MHC is HLA-B27:05 with pseudo-sequence HLA-B27:05. The binding affinity (normalized) is 0.484. (3) The peptide sequence is SKGETVNPL. The MHC is HLA-B44:02 with pseudo-sequence HLA-B44:02. The binding affinity (normalized) is 0.0847. (4) The peptide sequence is ERYFRINSL. The MHC is Patr-A0101 with pseudo-sequence Patr-A0101. The binding affinity (normalized) is 0. (5) The peptide sequence is AADEPPLVR. The MHC is HLA-A11:01 with pseudo-sequence HLA-A11:01. The binding affinity (normalized) is 0. (6) The peptide sequence is MTSTRTIILV. The MHC is HLA-A68:02 with pseudo-sequence HLA-A68:02. The binding affinity (normalized) is 0.524.